Dataset: Forward reaction prediction with 1.9M reactions from USPTO patents (1976-2016). Task: Predict the product of the given reaction. The product is: [CH3:33][C:13]([CH3:12])([CH3:32])[C:14]([O:16][CH:17]([O:21][C:22]([NH:11][CH2:10][C@H:2]1[CH2:3][CH2:4][C@H:5]([C:7]([OH:9])=[O:8])[CH2:6][CH2:1]1)=[O:23])[CH:18]([CH3:20])[CH3:19])=[O:15]. Given the reactants [CH2:1]1[CH2:6][C@H:5]([C:7]([OH:9])=[O:8])[CH2:4][CH2:3][C@H:2]1[CH2:10][NH2:11].[CH3:12][C:13]([CH3:33])([CH3:32])[C:14]([O:16][CH:17]([O:21][C:22](ON1C(=O)CCC1=O)=[O:23])[CH:18]([CH3:20])[CH3:19])=[O:15], predict the reaction product.